Dataset: Full USPTO retrosynthesis dataset with 1.9M reactions from patents (1976-2016). Task: Predict the reactants needed to synthesize the given product. (1) Given the product [C:31]1([C@H:29]([NH:28][CH:24]2[CH2:25][CH2:26][CH2:27][CH:22]([C:19]3[CH:20]=[CH:21][C:16]([N:43]4[CH2:44][CH2:45][O:41][C:42]4=[O:46])=[CH:17][CH:18]=3)[CH2:23]2)[CH3:30])[C:40]2[C:35](=[CH:36][CH:37]=[CH:38][CH:39]=2)[CH:34]=[CH:33][CH:32]=1, predict the reactants needed to synthesize it. The reactants are: IC1C=CC(C2CCCC(=O)C2)=CC=1.I[C:16]1[CH:21]=[CH:20][C:19]([CH:22]2[CH2:27][CH2:26][CH2:25][CH:24]([NH:28][CH:29]([C:31]3[C:40]4[C:35](=[CH:36][CH:37]=[CH:38][CH:39]=4)[CH:34]=[CH:33][CH:32]=3)[CH3:30])[CH2:23]2)=[CH:18][CH:17]=1.[O:41]1[CH2:45][CH2:44][NH:43][C:42]1=[O:46].NCC(O)=O.[O-]P([O-])([O-])=O.[K+].[K+].[K+]. (2) Given the product [O:17]1[C:8]2=[N:9][CH:10]=[CH:11][CH:12]=[C:13]2[CH:14]([OH:18])[CH2:15][CH2:16]1, predict the reactants needed to synthesize it. The reactants are: CC(C)([O-])C.[K+].Cl[C:8]1[C:13]([CH:14]([OH:18])[CH2:15][CH2:16][OH:17])=[CH:12][CH:11]=[CH:10][N:9]=1.